This data is from Full USPTO retrosynthesis dataset with 1.9M reactions from patents (1976-2016). The task is: Predict the reactants needed to synthesize the given product. (1) Given the product [Cl:1][C:2]1[CH:7]=[CH:6][C:5]([C:8]2([C:32]([OH:33])=[O:14])[CH2:18][CH2:19][O:20][CH2:21][CH2:22]2)=[CH:4][CH:3]=1, predict the reactants needed to synthesize it. The reactants are: [Cl:1][C:2]1[CH:7]=[CH:6][C:5]([CH2:8]C#N)=[CH:4][CH:3]=1.CC(C)([O-:14])C.[Na+].Cl[CH2:18][CH2:19][O:20][CH2:21][CH2:22]Cl.OS(O)(=O)=O.CN([CH:32]=[O:33])C. (2) Given the product [OH:10][C:11]1[CH:18]=[CH:17][C:14]([CH2:15][NH:1][C:2]2[CH:7]=[C:6]([OH:8])[CH:5]=[C:4]([OH:9])[CH:3]=2)=[CH:13][CH:12]=1, predict the reactants needed to synthesize it. The reactants are: [NH2:1][C:2]1[CH:3]=[C:4]([OH:9])[CH:5]=[C:6]([OH:8])[CH:7]=1.[OH:10][C:11]1[CH:18]=[CH:17][C:14]([CH:15]=O)=[CH:13][CH:12]=1.C([BH3-])#N.[Na+].[Na+].[Cl-].Cl. (3) Given the product [CH2:10]([O:17][C:18]([NH:20][C@:21]1([C:34]([O:36][CH3:37])=[O:35])[CH2:25][CH2:24][C@@H:23]([C:26]2[CH:27]=[CH:28][C:29]([CH2:32][CH2:33][OH:39])=[CH:30][CH:31]=2)[CH2:22]1)=[O:19])[C:11]1[CH:16]=[CH:15][CH:14]=[CH:13][CH:12]=1, predict the reactants needed to synthesize it. The reactants are: B1C2CCCC1CCC2.[CH2:10]([O:17][C:18]([NH:20][C@:21]1([C:34]([O:36][CH3:37])=[O:35])[CH2:25][CH2:24][C@@H:23]([C:26]2[CH:31]=[CH:30][C:29]([CH:32]=[CH2:33])=[CH:28][CH:27]=2)[CH2:22]1)=[O:19])[C:11]1[CH:16]=[CH:15][CH:14]=[CH:13][CH:12]=1.B([O-])[O-:39].[OH-].[Na+].OO. (4) Given the product [C:1]1([S:7]([N:10]2[C:14]3=[N:15][CH:16]=[CH:17][CH:18]=[C:13]3[CH:12]=[C:11]2[C:19]([O:24][S:41]([C:38]2[CH:39]=[CH:40][C:35]([CH3:55])=[CH:36][CH:37]=2)(=[O:43])=[O:42])=[CH:20][CH:21]([CH3:22])[CH3:23])(=[O:8])=[O:9])[CH:2]=[CH:3][CH:4]=[CH:5][CH:6]=1, predict the reactants needed to synthesize it. The reactants are: [C:1]1([S:7]([N:10]2[C:14]3=[N:15][CH:16]=[CH:17][CH:18]=[C:13]3[CH:12]=[C:11]2[C:19](=[O:24])[CH2:20][CH:21]([CH3:23])[CH3:22])(=[O:9])=[O:8])[CH:6]=[CH:5][CH:4]=[CH:3][CH:2]=1.C[Si]([N-][Si](C)(C)C)(C)C.[Li+].[C:35]1([CH3:55])[CH:40]=[CH:39][C:38]([S:41](O[S:41]([C:38]2[CH:39]=[CH:40][C:35]([CH3:55])=[CH:36][CH:37]=2)(=[O:43])=[O:42])(=[O:43])=[O:42])=[CH:37][CH:36]=1.O. (5) The reactants are: [C:1]([O:5][C:6]([N:8]1[CH2:12][C@H:11]([O:13][Si:14]([C:17]([CH3:20])([CH3:19])[CH3:18])([CH3:16])[CH3:15])[CH2:10][C@H:9]1[CH:21]([OH:28])[C:22]#[C:23][Si:24]([CH3:27])([CH3:26])[CH3:25])=[O:7])([CH3:4])([CH3:3])[CH3:2].N1C=CC=CC=1.[CH:35]1[CH:40]=[CH:39][C:38]([O:41][C:42](Cl)=[S:43])=[CH:37][CH:36]=1. Given the product [C:1]([O:5][C:6]([N:8]1[CH2:12][C@H:11]([O:13][Si:14]([C:17]([CH3:18])([CH3:19])[CH3:20])([CH3:16])[CH3:15])[CH2:10][C@H:9]1[CH:21]([O:28][C:42]([O:41][C:38]1[CH:39]=[CH:40][CH:35]=[CH:36][CH:37]=1)=[S:43])[C:22]#[C:23][Si:24]([CH3:25])([CH3:26])[CH3:27])=[O:7])([CH3:4])([CH3:2])[CH3:3], predict the reactants needed to synthesize it. (6) Given the product [Cl:17][C:18]1[C:19]([F:30])=[C:20](/[CH:21]=[CH:9]/[C:10]([OH:12])=[O:11])[C:23]([C:26]([F:29])([F:28])[F:27])=[CH:24][CH:25]=1, predict the reactants needed to synthesize it. The reactants are: ClC1C=CC(OC(F)F)=C(/C=[CH:9]/[C:10]([OH:12])=[O:11])C=1.[Cl:17][C:18]1[C:19]([F:30])=[C:20]([C:23]([C:26]([F:29])([F:28])[F:27])=[CH:24][CH:25]=1)[CH:21]=O. (7) The reactants are: [Cl:1][C:2]1[S:17][C:5]2[N:6]=[CH:7][N:8]=[C:9]([NH:10][CH:11]3[CH2:16][CH2:15][NH:14][CH2:13][CH2:12]3)[C:4]=2[CH:3]=1.[N:18]1[CH:23]=[CH:22][CH:21]=[C:20]([CH:24]=O)[CH:19]=1. Given the product [Cl:1][C:2]1[S:17][C:5]2[N:6]=[CH:7][N:8]=[C:9]([NH:10][CH:11]3[CH2:12][CH2:13][N:14]([CH2:24][C:20]4[CH:19]=[N:18][CH:23]=[CH:22][CH:21]=4)[CH2:15][CH2:16]3)[C:4]=2[CH:3]=1, predict the reactants needed to synthesize it. (8) Given the product [Br:17][C:13]1[CH:12]=[C:11]([NH:10][C:9]2[C:4]3[CH:3]=[C:2]([NH:1][C:20](=[O:24])/[CH:21]=[CH:22]/[CH3:23])[N:19]=[CH:18][C:5]=3[N:6]=[CH:7][N:8]=2)[CH:16]=[CH:15][CH:14]=1, predict the reactants needed to synthesize it. The reactants are: [NH2:1][C:2]1[N:19]=[CH:18][C:5]2[N:6]=[CH:7][N:8]=[C:9]([NH:10][C:11]3[CH:16]=[CH:15][CH:14]=[C:13]([Br:17])[CH:12]=3)[C:4]=2[CH:3]=1.[C:20](O)(=[O:24])/[CH:21]=[CH:22]/[CH3:23].Cl.CN(C)CCCN=C=NCC. (9) Given the product [C:5]1([C:3]2[N:11]=[C:12]([CH2:13][CH2:14][C:15]([O:17][CH2:18][CH3:20])=[O:16])[S:19][CH:2]=2)[CH:10]=[CH:9][CH:8]=[CH:7][CH:6]=1, predict the reactants needed to synthesize it. The reactants are: Br[CH2:2][C:3]([C:5]1[CH:10]=[CH:9][CH:8]=[CH:7][CH:6]=1)=O.[NH2:11][C:12](=[S:19])[CH2:13][CH2:14][C:15]([O:17][CH3:18])=[O:16].[CH3:20]CO.